From a dataset of Forward reaction prediction with 1.9M reactions from USPTO patents (1976-2016). Predict the product of the given reaction. Given the reactants [Cl:1][C:2]1[C:3]([F:22])=[C:4]([NH:8][C:9]2[C:18]3[C:13](=[CH:14][C:15]([O:20][CH3:21])=[C:16]([OH:19])[CH:17]=3)[N:12]=[CH:11][N:10]=2)[CH:5]=[CH:6][CH:7]=1.C1(P(C2C=CC=CC=2)C2C=CC=CC=2)C=CC=CC=1.[CH3:42][O:43][C:44]([C@@H:46]1[CH2:51][C@H:50](O)[CH2:49][CH2:48][N:47]1[C:53]([O:55][C:56]([CH3:59])([CH3:58])[CH3:57])=[O:54])=[O:45], predict the reaction product. The product is: [Cl:1][C:2]1[C:3]([F:22])=[C:4]([NH:8][C:9]2[C:18]3[C:13](=[CH:14][C:15]([O:20][CH3:21])=[C:16]([O:19][C@H:50]4[CH2:49][CH2:48][N:47]([C:53]([O:55][C:56]([CH3:57])([CH3:58])[CH3:59])=[O:54])[C@H:46]([C:44]([O:43][CH3:42])=[O:45])[CH2:51]4)[CH:17]=3)[N:12]=[CH:11][N:10]=2)[CH:5]=[CH:6][CH:7]=1.